This data is from Forward reaction prediction with 1.9M reactions from USPTO patents (1976-2016). The task is: Predict the product of the given reaction. Given the reactants Br[CH2:2][CH2:3][O:4][C:5]1[CH:20]=[CH:19][C:8]2[C:9]([C:12]3[CH:17]=[CH:16][C:15]([Br:18])=[CH:14][CH:13]=3)=[N:10][S:11][C:7]=2[CH:6]=1.[NH:21]1[CH2:26][CH2:25][O:24][CH2:23][CH2:22]1, predict the reaction product. The product is: [Br:18][C:15]1[CH:16]=[CH:17][C:12]([C:9]2[C:8]3[CH:19]=[CH:20][C:5]([O:4][CH2:3][CH2:2][N:21]4[CH2:26][CH2:25][O:24][CH2:23][CH2:22]4)=[CH:6][C:7]=3[S:11][N:10]=2)=[CH:13][CH:14]=1.